From a dataset of Full USPTO retrosynthesis dataset with 1.9M reactions from patents (1976-2016). Predict the reactants needed to synthesize the given product. (1) Given the product [Br:1][C:2]1[CH:3]=[CH:4][C:5]2[N:6]([C:16]3[CH:21]=[CH:20][CH:19]=[CH:18][CH:17]=3)[C:7]3[C:12]([C:13]=2[CH:14]=1)=[CH:11][CH:10]=[CH:9][CH:8]=3, predict the reactants needed to synthesize it. The reactants are: [Br:1][C:2]1[CH:3]=[CH:4][C:5]2[NH:6][C:7]3[C:12]([C:13]=2[CH:14]=1)=[CH:11][CH:10]=[CH:9][CH:8]=3.I[C:16]1[CH:21]=[CH:20][CH:19]=[CH:18][CH:17]=1.C(=O)([O-])[O-].[K+].[K+].C1OCCOCCOCCOCCOCCOC1. (2) Given the product [C:24]([C:28]1[CH:29]=[CH:30][C:31]([C:32]([NH:11][C:4]2[CH:3]=[C:2]([Cl:1])[N:7]3[N:8]=[CH:9][CH:10]=[C:6]3[N:5]=2)=[O:33])=[CH:35][CH:36]=1)([CH3:27])([CH3:25])[CH3:26].[C:24]([C:28]1[CH:29]=[CH:30][C:31]([C:32]([NH:23][C:15]2[CH:14]=[C:13]([Cl:12])[N:18]3[N:19]=[C:20]([CH3:22])[CH:21]=[C:17]3[N:16]=2)=[O:33])=[CH:35][CH:36]=1)([CH3:27])([CH3:25])[CH3:26], predict the reactants needed to synthesize it. The reactants are: [Cl:1][C:2]1[N:7]2[N:8]=[CH:9][CH:10]=[C:6]2[N:5]=[C:4]([NH2:11])[CH:3]=1.[Cl:12][C:13]1[N:18]2[N:19]=[C:20]([CH3:22])[CH:21]=[C:17]2[N:16]=[C:15]([NH2:23])[CH:14]=1.[C:24]([C:28]1[CH:36]=[CH:35][C:31]([C:32](Cl)=[O:33])=[CH:30][CH:29]=1)([CH3:27])([CH3:26])[CH3:25]. (3) Given the product [CH3:23][NH:22][C:21]1[CH:24]=[CH:25][C:18]([C:5]2[CH:6]=[CH:7][C:2]([NH2:1])=[N:3][CH:4]=2)=[CH:19][CH:20]=1, predict the reactants needed to synthesize it. The reactants are: [NH2:1][C:2]1[CH:7]=[CH:6][C:5](B2OC(C)(C)C(C)(C)O2)=[CH:4][N:3]=1.Br[C:18]1[CH:25]=[CH:24][C:21]([NH:22][CH3:23])=[CH:20][CH:19]=1.C(=O)([O-])[O-].[Na+].[Na+].